Dataset: Catalyst prediction with 721,799 reactions and 888 catalyst types from USPTO. Task: Predict which catalyst facilitates the given reaction. The catalyst class is: 29. Product: [NH2:9][C:8]1[CH:7]=[CH:6][C:5]([N:12]2[CH2:17][CH2:16][CH2:15][C@:14]([CH3:21])([C:18]([NH2:20])=[O:19])[CH2:13]2)=[CH:4][C:3]=1[O:2][CH3:1]. Reactant: [CH3:1][O:2][C:3]1[CH:4]=[C:5]([N:12]2[CH2:17][CH2:16][CH2:15][C@:14]([CH3:21])([C:18]([NH2:20])=[O:19])[CH2:13]2)[CH:6]=[CH:7][C:8]=1[N+:9]([O-])=O.[H][H].